This data is from Catalyst prediction with 721,799 reactions and 888 catalyst types from USPTO. The task is: Predict which catalyst facilitates the given reaction. The catalyst class is: 26. Reactant: [N:1]1[CH:5]=[C:4]([CH2:6][NH:7][C:8]2[CH:13]=[CH:12][CH:11]=[C:10]([O:14][CH3:15])[CH:9]=2)[NH:3][CH:2]=1.[N:16]1[CH:21]=[CH:20][C:19]([CH:22]=O)=[CH:18][CH:17]=1.C(O[BH-](OC(=O)C)OC(=O)C)(=O)C.[Na+]. Product: [N:1]1[CH:5]=[C:4]([CH2:6][N:7]([C:8]2[CH:13]=[CH:12][CH:11]=[C:10]([O:14][CH3:15])[CH:9]=2)[CH2:22][C:19]2[CH:20]=[CH:21][N:16]=[CH:17][CH:18]=2)[NH:3][CH:2]=1.